Dataset: Catalyst prediction with 721,799 reactions and 888 catalyst types from USPTO. Task: Predict which catalyst facilitates the given reaction. (1) Reactant: [F:8][C:7]([F:10])([F:9])[C:6](O[C:6](=[O:11])[C:7]([F:10])([F:9])[F:8])=[O:11].[CH3:14][O:15][CH2:16][C:17]1([CH:30]([NH:32][C@@H:33]2[CH2:35][C@H:34]2[C:36]2[CH:41]=[CH:40][CH:39]=[CH:38][CH:37]=2)[CH3:31])[CH2:22][CH2:21][N:20]([C:23]([O:25][C:26]([CH3:29])([CH3:28])[CH3:27])=[O:24])[CH2:19][CH2:18]1.C(N(CC)C(C)C)(C)C. Product: [CH3:14][O:15][CH2:16][C:17]1([CH:30]([N:32]([C@@H:33]2[CH2:35][C@H:34]2[C:36]2[CH:37]=[CH:38][CH:39]=[CH:40][CH:41]=2)[C:6](=[O:11])[C:7]([F:8])([F:9])[F:10])[CH3:31])[CH2:22][CH2:21][N:20]([C:23]([O:25][C:26]([CH3:27])([CH3:28])[CH3:29])=[O:24])[CH2:19][CH2:18]1. The catalyst class is: 2. (2) Reactant: O1CCN(CC[CH2:9][O:10][C:11]2[CH:20]=[C:19]3[C:14]([C:15]([O:21][C:22]4[CH:27]=[CH:26][C:25]([NH:28][C:29](=O)CC5C=CC=CN=5)=[CH:24][C:23]=4[F:38])=[CH:16][CH:17]=[N:18]3)=[CH:13][C:12]=2[O:39][CH3:40])CC1.[NH:41]1[CH2:46]CN[CH2:43][CH2:42]1.CC1(C)C2C(=C(P(C3C=CC=CC=3)C3C=CC=CC=3)C=CC=2)OC2C(P(C3C=CC=CC=3)C3C=CC=CC=3)=CC=CC1=2.P([O-])([O-])([O-])=O.[K+].[K+].[K+]. Product: [F:38][C:23]1[CH:24]=[C:25]([N:28]2[CH2:43][CH2:42][NH:41][CH2:46][CH2:29]2)[CH:26]=[CH:27][C:22]=1[O:21][C:15]1[C:14]2[C:19](=[CH:20][C:11]([O:10][CH3:9])=[C:12]([O:39][CH3:40])[CH:13]=2)[N:18]=[CH:17][CH:16]=1. The catalyst class is: 101. (3) The catalyst class is: 12. Product: [Br:11][C:3]1[CH:4]=[CH:5][C:6]([C:7]2[N:15]=[C:12]([CH3:13])[S:14][CH:9]=2)=[CH:1][CH:2]=1. Reactant: [CH:1]1[C:6]([C:7]([CH2:9]Br)=O)=[CH:5][CH:4]=[C:3]([Br:11])[CH:2]=1.[C:12]([NH2:15])(=[S:14])[CH3:13].[OH-].[Na+]. (4) The catalyst class is: 881. Reactant: [CH3:1][N:2]1[C:7](=[O:8])[C:6]2=[C:9]([S:26][CH3:27])[N:10]([CH2:12][C:13]3[CH:18]=[CH:17][C:16]([C:19]4[CH:24]=[CH:23][CH:22]=[C:21]([F:25])[N:20]=4)=[CH:15][CH:14]=3)[N:11]=[C:5]2[N:4]2[C@H:28]3[CH2:33][CH2:32][CH2:31][C@H:29]3[N:30]=[C:3]12.[OH:34]OS([O-])=O.[K+]. Product: [CH3:1][N:2]1[C:7](=[O:8])[C:6]2=[C:9]([S@@:26]([CH3:27])=[O:34])[N:10]([CH2:12][C:13]3[CH:14]=[CH:15][C:16]([C:19]4[CH:24]=[CH:23][CH:22]=[C:21]([F:25])[N:20]=4)=[CH:17][CH:18]=3)[N:11]=[C:5]2[N:4]2[C@H:28]3[CH2:33][CH2:32][CH2:31][C@H:29]3[N:30]=[C:3]12. (5) Reactant: C([O:8][CH2:9][CH2:10][C:11](=[O:17])[C:12]([CH3:16])([CH3:15])[C:13]#[N:14])C1C=CC=CC=1. Product: [OH:8][CH2:9][CH2:10][C:11](=[O:17])[C:12]([CH3:16])([CH3:15])[C:13]#[N:14]. The catalyst class is: 563. (6) Reactant: [CH3:1][C:2]1[CH:7]=[CH:6][C:5]([S:8]([O:11][C:12]2[NH:16][N:15]=[C:14]([CH2:17][OH:18])[C:13]=2[C:19]([CH3:22])([CH3:21])[CH3:20])(=[O:10])=[O:9])=[CH:4][CH:3]=1. Product: [CH3:1][C:2]1[CH:7]=[CH:6][C:5]([S:8]([O:11][C:12]2[NH:16][N:15]=[C:14]([CH:17]=[O:18])[C:13]=2[C:19]([CH3:22])([CH3:21])[CH3:20])(=[O:10])=[O:9])=[CH:4][CH:3]=1. The catalyst class is: 703. (7) Reactant: C(OCC)(=O)C.[ClH:7].[NH2:8][CH2:9][CH2:10][NH:11][C:12]([CH:14]1[CH2:19][CH2:18][CH2:17][N:16]([C:20]2[CH:25]=[C:24]([C:26]3[CH:31]=[CH:30][CH:29]=[CH:28][C:27]=3[OH:32])[N:23]=[C:22]([NH:33][C:34]([C:36]3[O:37][CH:38]=[CH:39][CH:40]=3)=[O:35])[C:21]=2[C:41]#[N:42])[CH2:15]1)=[O:13]. Product: [ClH:7].[NH2:8][CH2:9][CH2:10][NH:11][C:12]([CH:14]1[CH2:19][CH2:18][CH2:17][N:16]([C:20]2[CH:25]=[C:24]([C:26]3[CH:31]=[CH:30][CH:29]=[CH:28][C:27]=3[OH:32])[N:23]=[C:22]([NH:33][C:34]([C:36]3[O:37][CH:38]=[CH:39][CH:40]=3)=[O:35])[C:21]=2[C:41]#[N:42])[CH2:15]1)=[O:13]. The catalyst class is: 22. (8) Reactant: [Br:1][C:2]1[N:7]=[C:6]([CH3:8])[N:5]=[C:4]([CH2:9][OH:10])[CH:3]=1.CC(OI1(OC(C)=O)(OC(C)=O)OC(=O)C2C=CC=CC1=2)=O. Product: [Br:1][C:2]1[N:7]=[C:6]([CH3:8])[N:5]=[C:4]([CH:9]=[O:10])[CH:3]=1. The catalyst class is: 2. (9) Reactant: [O:1]1[CH:5]=[CH:4][CH:3]=[C:2]1[C:6]1[C:7]2[S:21][CH:20]=[CH:19][C:8]=2[N:9]=[C:10]([CH2:12][CH2:13][C:14]([O:16]CC)=[O:15])[N:11]=1.[OH-].[Li+]. Product: [O:1]1[CH:5]=[CH:4][CH:3]=[C:2]1[C:6]1[C:7]2[S:21][CH:20]=[CH:19][C:8]=2[N:9]=[C:10]([CH2:12][CH2:13][C:14]([OH:16])=[O:15])[N:11]=1. The catalyst class is: 20.